From a dataset of Full USPTO retrosynthesis dataset with 1.9M reactions from patents (1976-2016). Predict the reactants needed to synthesize the given product. (1) The reactants are: [NH2:1][C:2]1[C:6]2[C:7]([Br:13])=[C:8]([O:11][CH3:12])[CH:9]=[CH:10][C:5]=2[O:4][C:3]=1[C:14](=[O:25])/[CH:15]=[CH:16]/[C:17]1[S:21][C:20]([CH:22]([CH3:24])[CH3:23])=[N:19][CH:18]=1.CC#N.CC(O)=O.OP(O)(O)=O. Given the product [Br:13][C:7]1[C:6]2[C:2]3[NH:1][CH:16]([C:17]4[S:21][C:20]([CH:22]([CH3:23])[CH3:24])=[N:19][CH:18]=4)[CH2:15][C:14](=[O:25])[C:3]=3[O:4][C:5]=2[CH:10]=[CH:9][C:8]=1[O:11][CH3:12], predict the reactants needed to synthesize it. (2) Given the product [CH2:45]([N:52]([CH2:53][CH:54]([O:55][CH2:56][CH3:57])[O:58][CH2:59][CH3:60])[C:20](=[O:21])[C@@H:19]([NH:18][C:16](=[O:17])[O:15][CH2:14][CH:12]1[C:13]2[CH:1]=[CH:2][CH:3]=[CH:4][C:5]=2[C:6]2[C:11]1=[CH:10][CH:9]=[CH:8][CH:7]=2)[CH3:23])[C:46]1[CH:51]=[CH:50][CH:49]=[CH:48][CH:47]=1, predict the reactants needed to synthesize it. The reactants are: [CH:1]1[C:13]2[CH:12]([CH2:14][O:15][C:16]([NH:18][C@@H:19]([CH3:23])[C:20](O)=[O:21])=[O:17])[C:11]3[C:6](=[CH:7][CH:8]=[CH:9][CH:10]=3)[C:5]=2[CH:4]=[CH:3][CH:2]=1.ON1C2C=CC=CC=2N=N1.C(N=C=NCCCN(C)C)C.[CH2:45]([NH:52][CH2:53][CH:54]([O:58][CH2:59][CH3:60])[O:55][CH2:56][CH3:57])[C:46]1[CH:51]=[CH:50][CH:49]=[CH:48][CH:47]=1. (3) Given the product [CH:39]1([C:37]([NH:36][C:34]2[S:33][C:31]3[C:30]([N:35]=2)=[CH:29][CH:28]=[C:27]([O:26][C:25]2[CH:24]=[C:23]([NH:22][C:8]([C:3]4[C:2]([CH3:1])=[CH:7][CH:6]=[CH:5][N:4]=4)=[O:10])[CH:44]=[CH:43][CH:42]=2)[N:32]=3)=[O:38])[CH2:40][CH2:41]1, predict the reactants needed to synthesize it. The reactants are: [CH3:1][C:2]1[C:3]([C:8]([OH:10])=O)=[N:4][CH:5]=[CH:6][CH:7]=1.O1CCCC1.C(Cl)(=O)C(Cl)=O.[NH2:22][C:23]1[CH:24]=[C:25]([CH:42]=[CH:43][CH:44]=1)[O:26][C:27]1[N:32]=[C:31]2[S:33][C:34]([NH:36][C:37]([CH:39]3[CH2:41][CH2:40]3)=[O:38])=[N:35][C:30]2=[CH:29][CH:28]=1. (4) Given the product [CH3:3][C:2]([CH3:5])([CH3:4])[C:1]([NH:8][C:9]1[CH:14]=[CH:13][N:12]=[CH:11][CH:10]=1)=[O:6], predict the reactants needed to synthesize it. The reactants are: [C:1](Cl)(=[O:6])[C:2]([CH3:5])([CH3:4])[CH3:3].[NH2:8][C:9]1[CH:14]=[CH:13][N:12]=[CH:11][CH:10]=1.C(N(CC)CC)C. (5) Given the product [Cl:10][C:4]1[CH:5]=[C:6]([OH:9])[CH:7]=[C:8]2[C:3]=1[N:2]=[CH:19][CH:14]=[CH:15]2, predict the reactants needed to synthesize it. The reactants are: Cl.[NH2:2][C:3]1[CH:8]=[CH:7][C:6]([OH:9])=[CH:5][C:4]=1[Cl:10].[N+]([C:14]1[CH:19]=CC=C[CH:15]=1)([O-])=O.B(O)(O)O.S(=O)(=O)(O)O. (6) Given the product [F:1][C:2]1[CH:3]=[C:4]([NH:5][CH:10]([CH2:16][CH3:17])[C:11]([O:13][CH2:14][CH3:15])=[O:12])[CH:6]=[CH:7][CH:8]=1, predict the reactants needed to synthesize it. The reactants are: [F:1][C:2]1[CH:3]=[C:4]([CH:6]=[CH:7][CH:8]=1)[NH2:5].Br[CH:10]([CH2:16][CH3:17])[C:11]([O:13][CH2:14][CH3:15])=[O:12]. (7) The reactants are: CC(OC([N:8](C(OC(C)(C)C)=O)[N:9]([C:17]1[C:22]([F:23])=[C:21]([NH:24][CH2:25][C:26]([CH3:34])([N:28]2[CH2:33][CH2:32][O:31][CH2:30][CH2:29]2)[CH3:27])[N:20]=[C:19]([Cl:35])[N:18]=1)C(OC(C)(C)C)=O)=O)(C)C.Cl. Given the product [Cl:35][C:19]1[NH:20][C:21]([NH:24][CH2:25][C:26]([CH3:34])([N:28]2[CH2:33][CH2:32][O:31][CH2:30][CH2:29]2)[CH3:27])=[C:22]([F:23])[C:17](=[N:9][NH2:8])[N:18]=1, predict the reactants needed to synthesize it.